Dataset: Forward reaction prediction with 1.9M reactions from USPTO patents (1976-2016). Task: Predict the product of the given reaction. (1) Given the reactants [NH2:1][C:2]1[CH:3]=[C:4]([OH:8])[CH:5]=[CH:6][CH:7]=1.[CH:9]12[O:15][CH:10]1[CH2:11][CH2:12][CH2:13][CH2:14]2, predict the reaction product. The product is: [OH:15][CH:10]1[CH2:11][CH2:12][CH2:13][CH2:14][CH:9]1[NH:1][C:2]1[CH:3]=[C:4]([OH:8])[CH:5]=[CH:6][CH:7]=1. (2) Given the reactants [Cl:1][C:2]1[CH:7]=[CH:6][C:5]([CH:8]([NH2:14])[CH2:9][CH2:10][N:11]([CH3:13])[CH3:12])=[CH:4][CH:3]=1.[CH3:15][O:16][C@H:17]([C:21]1[CH:26]=[CH:25][CH:24]=[CH:23][CH:22]=1)[C:18]([OH:20])=[O:19].C(Cl)CCl.C([O-])(O)=[O:32].[Na+], predict the reaction product. The product is: [C:18]([OH:20])(=[O:19])[C:17]([OH:32])=[O:16].[Cl:1][C:2]1[CH:3]=[CH:4][C:5]([CH:8]([NH:14][C:18](=[O:19])[C@H:17]([O:16][CH3:15])[C:21]2[CH:26]=[CH:25][CH:24]=[CH:23][CH:22]=2)[CH2:9][CH2:10][N:11]([CH3:13])[CH3:12])=[CH:6][CH:7]=1. (3) Given the reactants [PH4+].[Br-].[Br:3][C:4]1[CH:29]=[CH:28][C:7]([CH2:8][P+](C2C=CC=CC=2)(C2C=CC=CC=2)C2C=CC=CC=2)=[C:6]([I:30])[CH:5]=1.CC(C)([O-])C.[K+].[Br:37][C:38]1[CH:45]=[CH:44][C:41]([CH:42]=O)=[C:40]([I:46])[CH:39]=1, predict the reaction product. The product is: [Br:37][C:38]1[CH:45]=[CH:44][C:41](/[CH:42]=[CH:8]\[C:7]2[CH:28]=[CH:29][C:4]([Br:3])=[CH:5][C:6]=2[I:30])=[C:40]([I:46])[CH:39]=1. (4) Given the reactants [NH2:1][C:2](=[N:26][OH:27])[C:3]1[CH:25]=[CH:24][C:6]([O:7][CH2:8][CH2:9][CH2:10][N:11]2[CH2:16][CH2:15][N:14]([C:17]([O:19][C:20]([CH3:23])([CH3:22])[CH3:21])=[O:18])[CH2:13][CH2:12]2)=[CH:5][CH:4]=1.C(N(CC)CC)C.[C:35](Cl)(=[O:37])[CH3:36], predict the reaction product. The product is: [C:35]([O:27][NH:26][CH:2]([NH2:1])[C:3]1[CH:25]=[CH:24][C:6]([O:7][CH2:8][CH2:9][CH2:10][N:11]2[CH2:12][CH2:13][N:14]([C:17]([O:19][C:20]([CH3:23])([CH3:22])[CH3:21])=[O:18])[CH2:15][CH2:16]2)=[CH:5][CH:4]=1)(=[O:37])[CH3:36].